Task: Predict the product of the given reaction.. Dataset: Forward reaction prediction with 1.9M reactions from USPTO patents (1976-2016) (1) The product is: [CH:1]([O:4][C:5](=[O:23])[N:6]([C@H:8]1[CH2:12][CH2:11][N:10]([C:13]2[CH:14]=[CH:15][C:16]3[N:17]([C:19]([C:27]4[CH:26]=[C:25]([F:24])[CH:30]=[CH:29][C:28]=4[O:34][CH3:35])=[CH:20][N:21]=3)[N:18]=2)[CH2:9]1)[CH3:7])([CH3:3])[CH3:2]. Given the reactants [CH:1]([O:4][C:5](=[O:23])[N:6]([C@H:8]1[CH2:12][CH2:11][N:10]([C:13]2[CH:14]=[CH:15][C:16]3[N:17]([C:19](Br)=[CH:20][N:21]=3)[N:18]=2)[CH2:9]1)[CH3:7])([CH3:3])[CH3:2].[F:24][C:25]1[CH:26]=[CH:27][C:28]([O:34][CH3:35])=[C:29](B(O)O)[CH:30]=1.C(=O)([O-])[O-].[K+].[K+].O, predict the reaction product. (2) Given the reactants [Br:1][C:2]1[CH:3]=[N:4][C:5]2[N:6]([N:8]=[C:9]([C:11]([OH:13])=O)[CH:10]=2)[CH:7]=1.Br.[CH2:15]([C:17]1[S:18][C:19]2[CH2:25][CH2:24][NH:23][CH2:22][CH2:21][C:20]=2[N:26]=1)[CH3:16], predict the reaction product. The product is: [Br:1][C:2]1[CH:3]=[N:4][C:5]2[N:6]([N:8]=[C:9]([C:11]([N:23]3[CH2:24][CH2:25][C:19]4[S:18][C:17]([CH2:15][CH3:16])=[N:26][C:20]=4[CH2:21][CH2:22]3)=[O:13])[CH:10]=2)[CH:7]=1. (3) The product is: [Br:21][C:20]1[C:3]([O:2][CH3:1])=[C:4]([CH:17]=[CH:18][CH:19]=1)[C:5]([O:7][CH2:8][P:9]([O:11][CH2:12][CH3:13])([O:14][CH2:15][CH3:16])=[O:10])=[O:6]. Given the reactants [CH3:1][O:2][C:3]1[CH:20]=[CH:19][CH:18]=[CH:17][C:4]=1[C:5]([O:7][CH2:8][P:9]([O:14][CH2:15][CH3:16])([O:11][CH2:12][CH3:13])=[O:10])=[O:6].[Br:21]Br, predict the reaction product. (4) Given the reactants [S:1]1[C:5]([C:6]2[CH:7]=[C:8]3[C:13](=[CH:14][CH:15]=2)[C:12]([Br:16])=[C:11]([O:17][CH2:18][C:19]#[N:20])[CH:10]=[CH:9]3)=[CH:4][C:3]2[CH:21]=[CH:22][CH:23]=[CH:24][C:2]1=2.[C:25](Cl)(=[O:30])[CH2:26][CH2:27][CH2:28][CH3:29].[Sn](Cl)(Cl)(Cl)Cl, predict the reaction product. The product is: [Br:16][C:12]1[C:13]2[C:8](=[CH:7][C:6]([C:5]3[S:1][C:2]4[CH:24]=[CH:23][CH:22]=[CH:21][C:3]=4[C:4]=3[C:25](=[O:30])[CH2:26][CH2:27][CH2:28][CH3:29])=[CH:15][CH:14]=2)[CH:9]=[CH:10][C:11]=1[O:17][CH2:18][C:19]#[N:20].